From a dataset of TCR-epitope binding with 47,182 pairs between 192 epitopes and 23,139 TCRs. Binary Classification. Given a T-cell receptor sequence (or CDR3 region) and an epitope sequence, predict whether binding occurs between them. (1) The epitope is YFPLQSYGF. The TCR CDR3 sequence is CASSQGLAVNNEQFF. Result: 1 (the TCR binds to the epitope). (2) Result: 0 (the TCR does not bind to the epitope). The TCR CDR3 sequence is CASSLVGGSTGELFF. The epitope is RLQSLQTYV. (3) The epitope is GLIYNRMGAVTTEV. The TCR CDR3 sequence is CASRREYSTDTQYF. Result: 1 (the TCR binds to the epitope). (4) The epitope is DATYQRTRALVR. The TCR CDR3 sequence is CASSQGGRTGELFF. Result: 1 (the TCR binds to the epitope).